This data is from CYP2C9 inhibition data for predicting drug metabolism from PubChem BioAssay. The task is: Regression/Classification. Given a drug SMILES string, predict its absorption, distribution, metabolism, or excretion properties. Task type varies by dataset: regression for continuous measurements (e.g., permeability, clearance, half-life) or binary classification for categorical outcomes (e.g., BBB penetration, CYP inhibition). Dataset: cyp2c9_veith. (1) The compound is CN(C)c1ncc2nc(-c3ccccc3)c(=O)n(C3CC3)c2n1. The result is 1 (inhibitor). (2) The molecule is O=C1c2ccccc2C(=O)N1CCCSc1ccccc1. The result is 0 (non-inhibitor). (3) The drug is C[C@@H](Cc1ccc(Cl)cc1Cl)NO.Cc1ccc(S(=O)(=O)O)cc1. The result is 0 (non-inhibitor).